This data is from Full USPTO retrosynthesis dataset with 1.9M reactions from patents (1976-2016). The task is: Predict the reactants needed to synthesize the given product. (1) Given the product [F:25][C:26]1[C:27]([CH3:37])=[C:28]([C:32]2([C:33]([O:35][CH3:36])=[O:34])[CH2:23][CH2:22][C@H:19]([OH:18])[CH2:20]2)[CH:29]=[CH:30][CH:31]=1, predict the reactants needed to synthesize it. The reactants are: C([Si]([O:18][C@@H:19]([CH2:22][CH2:23]Br)[CH2:20]Br)(C1C=CC=CC=1)C1C=CC=CC=1)(C)(C)C.[F:25][C:26]1[C:27]([CH3:37])=[C:28]([CH2:32][C:33]([O:35][CH3:36])=[O:34])[CH:29]=[CH:30][CH:31]=1.[H-].[Na+].CCCC[N+](CCCC)(CCCC)CCCC.[F-]. (2) Given the product [NH2:21][CH2:20][CH2:19][CH:16]1[CH2:17][CH2:18][N:13]([C:10]2[C:11]3[O:12][C:4]([C:1]([NH2:2])=[O:3])=[CH:5][C:6]=3[N:7]=[CH:8][N:9]=2)[CH2:14][CH2:15]1, predict the reactants needed to synthesize it. The reactants are: [C:1]([C:4]1[O:12][C:11]2[C:10]([N:13]3[CH2:18][CH2:17][CH:16]([CH2:19][CH2:20][NH:21]C(=O)OC(C)(C)C)[CH2:15][CH2:14]3)=[N:9][CH:8]=[N:7][C:6]=2[CH:5]=1)(=[O:3])[NH2:2].CO. (3) Given the product [C:1]([O:5][C:6]([NH:8][C@H:9]([C:20]([O:22][C@@H:25]1[CH2:24][C@H:23]([CH3:33])[CH2:28][CH2:27][C@H:26]1[CH:29]([CH3:31])[CH3:30])=[O:21])[CH2:10][CH2:11][O:12][Si:13]([C:16]([CH3:19])([CH3:18])[CH3:17])([CH3:15])[CH3:14])=[O:7])([CH3:4])([CH3:2])[CH3:3], predict the reactants needed to synthesize it. The reactants are: [C:1]([O:5][C:6]([NH:8][C@H:9]([C:20]([OH:22])=[O:21])[CH2:10][CH2:11][O:12][Si:13]([C:16]([CH3:19])([CH3:18])[CH3:17])([CH3:15])[CH3:14])=[O:7])([CH3:4])([CH3:3])[CH3:2].[CH:23]1([CH3:33])[CH2:28][CH2:27][CH:26]([CH:29]([CH3:31])[CH3:30])[CH:25](O)[CH2:24]1.C(Cl)CCl. (4) Given the product [Br:1][C:2]1[CH:3]=[CH:4][C:5]([NH:8][CH:9]([C:10]2[CH:11]=[CH:12][CH:13]=[CH:14][CH:15]=2)[CH3:16])=[CH:6][CH:7]=1, predict the reactants needed to synthesize it. The reactants are: [Br:1][C:2]1[CH:7]=[CH:6][C:5]([N:8]=[CH:9][C:10]2[CH:15]=[CH:14][CH:13]=[CH:12][CH:11]=2)=[CH:4][CH:3]=1.[CH3:16][Li].